Dataset: Full USPTO retrosynthesis dataset with 1.9M reactions from patents (1976-2016). Task: Predict the reactants needed to synthesize the given product. (1) Given the product [CH3:27][S:28]([O:1][CH2:2][CH2:3][C:4]1[CH:9]=[N:8][C:7]([NH:10][C:11]([O:12][C:13]([CH3:14])([CH3:16])[CH3:15])=[O:17])=[CH:6][N:5]=1)(=[O:30])=[O:29], predict the reactants needed to synthesize it. The reactants are: [OH:1][CH2:2][CH2:3][C:4]1[N:5]=[CH:6][C:7]([NH:10][C:11](=[O:17])[O:12][C:13]([CH3:16])([CH3:15])[CH3:14])=[N:8][CH:9]=1.CCN(C(C)C)C(C)C.[CH3:27][S:28](Cl)(=[O:30])=[O:29].O. (2) Given the product [C:1]([C:3]1[CH:8]=[CH:7][C:6]([C@@H:9]2[C:14]([C:15]#[N:16])=[C:13]([CH3:17])[N:12]([C:18]3[CH:23]=[CH:22][CH:21]=[C:20]([C:24]([F:27])([F:26])[F:25])[CH:19]=3)[C:11](=[O:28])[N:10]2[S:35]([CH3:34])(=[O:37])=[O:36])=[C:5]([S:29]([CH3:31])=[O:30])[CH:4]=1)#[N:2], predict the reactants needed to synthesize it. The reactants are: [C:1]([C:3]1[CH:8]=[CH:7][C:6]([C@@H:9]2[C:14]([C:15]#[N:16])=[C:13]([CH3:17])[N:12]([C:18]3[CH:23]=[CH:22][CH:21]=[C:20]([C:24]([F:27])([F:26])[F:25])[CH:19]=3)[C:11](=[O:28])[NH:10]2)=[C:5]([S:29]([CH3:31])=[O:30])[CH:4]=1)#[N:2].[H-].[Na+].[CH3:34][S:35](Cl)(=[O:37])=[O:36].[Cl-].[NH4+]. (3) The reactants are: [CH3:1][C@H:2]1[CH2:33][C:32]([CH3:34])=[CH:31][C@@H:30]([CH2:35][CH:36]=[CH2:37])[C:28](=[O:29])[CH2:27][C@H:26]([OH:38])[C@@H:25]([CH3:39])[C@@H:24](/[C:40](/[CH3:51])=[CH:41]/[C@H:42]2[CH2:47][C@@H:46]([O:48][CH3:49])[C@H:45]([OH:50])[CH2:44][CH2:43]2)[O:23][C:21](=[O:22])[C@H:20]2[N:15]([CH2:16][CH2:17][CH2:18][CH2:19]2)[C:13](=[O:14])[C:11](=[O:12])[C@:9]2([OH:52])[O:10][C@@H:5]([C@@H:6]([O:54][CH3:55])[CH2:7][C@H:8]2[CH3:53])[C@@H:4]([O:56][CH3:57])[CH2:3]1.[CH2:58]([OH:69])[C@H:59]([C@H:61]([C@@H:63]([C@@H:65]([CH2:67][OH:68])[OH:66])[OH:64])[OH:62])[OH:60].C(#N)C. Given the product [CH3:1][C@H:2]1[CH2:33][C:32]([CH3:34])=[CH:31][C@@H:30]([CH2:35][CH:36]=[CH2:37])[C:28](=[O:29])[CH2:27][C@H:26]([OH:38])[C@@H:25]([CH3:39])[C@@H:24](/[C:40](/[CH3:51])=[CH:41]/[C@H:42]2[CH2:47][C@@H:46]([O:48][CH3:49])[C@H:45]([OH:50])[CH2:44][CH2:43]2)[O:23][C:21](=[O:22])[C@H:20]2[N:15]([CH2:16][CH2:17][CH2:18][CH2:19]2)[C:13](=[O:14])[C:11](=[O:12])[C@:9]2([OH:52])[O:10][C@@H:5]([C@@H:6]([O:54][CH3:55])[CH2:7][C@H:8]2[CH3:53])[C@@H:4]([O:56][CH3:57])[CH2:3]1.[CH2:67]([OH:68])[C@H:65]([C@H:63]([C@@H:61]([C@@H:59]([CH2:58][OH:69])[OH:60])[OH:62])[OH:64])[OH:66], predict the reactants needed to synthesize it. (4) Given the product [CH3:18][O:19][CH2:20][C:3]1[CH:4]=[C:5]([C:8]([F:11])([F:10])[F:9])[CH:6]=[CH:7][C:2]=1[B:23]1[O:27][C:26]([CH3:29])([CH3:28])[C:25]([CH3:31])([CH3:30])[O:24]1, predict the reactants needed to synthesize it. The reactants are: Br[C:2]1[CH:7]=[CH:6][C:5]([C:8]([F:11])([F:10])[F:9])=[CH:4][C:3]=1I.C([Mg]Cl)(C)C.[CH2:18](Cl)[O:19][CH3:20].Cl.[B:23]1([B:23]2[O:27][C:26]([CH3:29])([CH3:28])[C:25]([CH3:31])([CH3:30])[O:24]2)[O:27][C:26]([CH3:29])([CH3:28])[C:25]([CH3:31])([CH3:30])[O:24]1.C([O-])(=O)C.[K+]. (5) Given the product [CH3:9][C:7]1([CH3:10])[N:6]([CH2:11][C:12]2[CH:17]=[CH:16][CH:15]=[CH:14][CH:13]=2)[CH2:5][CH:4]([NH2:3])[CH2:8]1, predict the reactants needed to synthesize it. The reactants are: CO/[N:3]=[C:4]1/[C:5](=O)[N:6]([CH2:11][C:12]2[CH:17]=[CH:16][CH:15]=[CH:14][CH:13]=2)[C:7]([CH3:10])([CH3:9])[CH2:8]/1.[H-].[H-].[H-].[H-].[Li+].[Al+3]. (6) Given the product [CH2:10]([C:7]1[C:6]([O:17][C@@H:18]2[O:44][C@H:43]([CH2:45][O:46][C:47](=[O:52])[C:48]([CH3:51])([CH3:50])[CH3:49])[C@@H:35]([O:36][C:37](=[O:42])[C:38]([CH3:39])([CH3:40])[CH3:41])[C@H:27]([O:28][C:29](=[O:34])[C:30]([CH3:33])([CH3:32])[CH3:31])[C@H:19]2[O:20][C:21](=[O:26])[C:22]([CH3:23])([CH3:24])[CH3:25])=[N:5][NH:4][C:8]=1[CH3:9])[C:11]1[CH:16]=[CH:15][CH:14]=[CH:13][CH:12]=1, predict the reactants needed to synthesize it. The reactants are: C([N:4]1[C:8]([CH3:9])=[C:7]([CH2:10][C:11]2[CH:16]=[CH:15][CH:14]=[CH:13][CH:12]=2)[C:6]([O:17][C@@H:18]2[O:44][C@H:43]([CH2:45][O:46][C:47](=[O:52])[C:48]([CH3:51])([CH3:50])[CH3:49])[C@@H:35]([O:36][C:37](=[O:42])[C:38]([CH3:41])([CH3:40])[CH3:39])[C@H:27]([O:28][C:29](=[O:34])[C:30]([CH3:33])([CH3:32])[CH3:31])[C@H:19]2[O:20][C:21](=[O:26])[C:22]([CH3:25])([CH3:24])[CH3:23])=[N:5]1)(=O)C.C(=O)(O)[O-].[K+].